Task: Predict the reactants needed to synthesize the given product.. Dataset: Full USPTO retrosynthesis dataset with 1.9M reactions from patents (1976-2016) Given the product [C:23]([O:22][C:20](=[O:21])[NH:11][CH:9]([C:7]1[CH:6]=[C:5]([CH3:12])[N:4]=[C:3]([Cl:2])[CH:8]=1)[CH3:10])([CH3:26])([CH3:25])[CH3:24], predict the reactants needed to synthesize it. The reactants are: Cl.[Cl:2][C:3]1[CH:8]=[C:7]([CH:9]([NH2:11])[CH3:10])[CH:6]=[C:5]([CH3:12])[N:4]=1.C(N(CC)CC)C.[C:20](O[C:20]([O:22][C:23]([CH3:26])([CH3:25])[CH3:24])=[O:21])([O:22][C:23]([CH3:26])([CH3:25])[CH3:24])=[O:21].